This data is from Full USPTO retrosynthesis dataset with 1.9M reactions from patents (1976-2016). The task is: Predict the reactants needed to synthesize the given product. Given the product [CH:1]1([C:4]2[CH:24]=[CH:23][C:7]([C:8]([C:10]3[C:11](=[O:22])[CH2:12][CH:13]([C:17]([O:19][CH2:20][CH3:21])=[O:18])[CH2:14][C:15]=3[F:31])=[O:9])=[CH:6][CH:5]=2)[CH2:3][CH2:2]1, predict the reactants needed to synthesize it. The reactants are: [CH:1]1([C:4]2[CH:24]=[CH:23][C:7]([C:8]([C:10]3[C:11](=[O:22])[CH2:12][CH:13]([C:17]([O:19][CH2:20][CH3:21])=[O:18])[CH2:14][C:15]=3O)=[O:9])=[CH:6][CH:5]=2)[CH2:3][CH2:2]1.C(N(S(F)(F)[F:31])CC)C.O.